Dataset: Peptide-MHC class II binding affinity with 134,281 pairs from IEDB. Task: Regression. Given a peptide amino acid sequence and an MHC pseudo amino acid sequence, predict their binding affinity value. This is MHC class II binding data. (1) The peptide sequence is TVFGSAFQGLFGGLNKK. The MHC is HLA-DQA10501-DQB10402 with pseudo-sequence HLA-DQA10501-DQB10402. The binding affinity (normalized) is 0.461. (2) The peptide sequence is KADLENPHPLEKKITQW. The MHC is DRB3_0101 with pseudo-sequence DRB3_0101. The binding affinity (normalized) is 0.120. (3) The peptide sequence is LTYQNKVVKVQRPTPKG. The MHC is DRB1_1501 with pseudo-sequence DRB1_1501. The binding affinity (normalized) is 0.525. (4) The peptide sequence is SFFELDRWEKIRLRPGGK. The MHC is DRB1_0405 with pseudo-sequence DRB1_0405. The binding affinity (normalized) is 0.137. (5) The peptide sequence is LLAMAVLAALFAGAW. The MHC is DRB1_1201 with pseudo-sequence DRB1_1201. The binding affinity (normalized) is 0.567. (6) The binding affinity (normalized) is 0.0707. The MHC is HLA-DPA10103-DPB10401 with pseudo-sequence HLA-DPA10103-DPB10401. The peptide sequence is GKKEEKKEEKKESGD. (7) The peptide sequence is ARWVYFLTRMRNPTG. The MHC is HLA-DPA10301-DPB10402 with pseudo-sequence HLA-DPA10301-DPB10402. The binding affinity (normalized) is 0.199.